Dataset: Catalyst prediction with 721,799 reactions and 888 catalyst types from USPTO. Task: Predict which catalyst facilitates the given reaction. (1) Reactant: C1C=C(Cl)C=C(C(OO)=[O:9])C=1.[CH:12]1([O:17][C:18]2[N:23]=[CH:22][N:21]=[C:20]([NH:24][C:25]3[O:26][C@:27]4([CH2:35][N:36]=3)[CH:32]3[CH2:33][CH2:34][N:29]([CH2:30][CH2:31]3)[CH2:28]4)[CH:19]=2)[CH2:16][CH2:15][CH2:14][CH2:13]1. Product: [CH:12]1([O:17][C:18]2[N:23]=[CH:22][N:21]=[C:20]([NH:24][C:25]3[O:26][C@:27]4([CH2:35][N:36]=3)[CH:32]3[CH2:31][CH2:30][N+:29]([O-:9])([CH2:34][CH2:33]3)[CH2:28]4)[CH:19]=2)[CH2:16][CH2:15][CH2:14][CH2:13]1. The catalyst class is: 1. (2) Reactant: C(N(CC)CC)C.[CH:8]([C:10]1[C:18]2[C:13](=[CH:14][CH:15]=[CH:16][CH:17]=2)[N:12](C(OC(C)(C)C)=O)[CH:11]=1)=[O:9].[CH3:26][O:27][C:28]1[CH:29]=[C:30]([CH:45]=[CH:46][CH:47]=1)[N:31]=[CH:32][C:33]1[CH:38]=[CH:37][CH:36]=[C:35]([C:39]2[CH:40]=[N:41][CH:42]=[N:43][CH:44]=2)[CH:34]=1. Product: [NH:12]1[C:13]2[C:18](=[CH:17][CH:16]=[CH:15][CH:14]=2)[C:10]([C:8](=[O:9])[CH:32]([NH:31][C:30]2[CH:45]=[CH:46][CH:47]=[C:28]([O:27][CH3:26])[CH:29]=2)[C:33]2[CH:38]=[CH:37][CH:36]=[C:35]([C:39]3[CH:40]=[N:41][CH:42]=[N:43][CH:44]=3)[CH:34]=2)=[CH:11]1. The catalyst class is: 433.